This data is from Full USPTO retrosynthesis dataset with 1.9M reactions from patents (1976-2016). The task is: Predict the reactants needed to synthesize the given product. (1) Given the product [CH3:28][C:27]([CH3:30])([CH3:29])[CH2:26][N:24]1[CH:25]=[C:21]([C:18]2[CH:19]=[CH:20][C:15]([NH:14][C:12]([CH:10]3[CH2:11][N:8]([C:5]4[N:6]=[N:7][C:2]([CH3:34])=[CH:3][CH:4]=4)[CH2:9]3)=[O:13])=[CH:16][CH:17]=2)[CH:22]=[N:23]1, predict the reactants needed to synthesize it. The reactants are: Cl[C:2]1[N:7]=[N:6][C:5]([N:8]2[CH2:11][CH:10]([C:12]([NH:14][C:15]3[CH:20]=[CH:19][C:18]([C:21]4[CH:22]=[N:23][N:24]([CH2:26][C:27]([CH3:30])([CH3:29])[CH3:28])[CH:25]=4)=[CH:17][CH:16]=3)=[O:13])[CH2:9]2)=[CH:4][CH:3]=1.[Cl-].C[Zn+].[CH3:34]N1CCCC1. (2) Given the product [CH3:26][O:25][C:22]1[CH:23]=[C:24]2[C:19](=[CH:20][CH:21]=1)[N:18]([CH3:27])[CH:17]=[C:16]2[C:14]1[NH:13][C:10]2[N:11]=[CH:12][C:7]3[N:8]([C:3]([C:2]([F:1])([F:29])[F:28])=[N:5][CH:6]=3)[C:9]=2[CH:15]=1, predict the reactants needed to synthesize it. The reactants are: [F:1][C:2]([F:29])([F:28])[C:3]([NH:5][CH2:6][C:7]1[N:8]=[C:9]2[CH:15]=[C:14]([C:16]3[C:24]4[C:19](=[CH:20][CH:21]=[C:22]([O:25][CH3:26])[CH:23]=4)[N:18]([CH3:27])[CH:17]=3)[NH:13][C:10]2=[N:11][CH:12]=1)=O.O1CCOCC1.COC1C=CC(P2(SP(C3C=CC(OC)=CC=3)(=S)S2)=S)=CC=1. (3) Given the product [I:1][C:2]1[CH:11]=[CH:10][CH:9]=[C:8]2[C:3]=1[CH2:4][CH2:5][N:6]1[C:21](=[O:39])[CH2:22][NH:23][C:13](=[O:15])[CH:12]=[C:7]12, predict the reactants needed to synthesize it. The reactants are: [I:1][C:2]1[CH:11]=[CH:10][CH:9]=[C:8]2[C:3]=1[CH2:4][CH2:5][NH:6]/[C:7]/2=[CH:12]\[C:13]([O:15]CC)=O.IC1C=CC=C2C=1[CH2:21][CH2:22][N:23]=C2C.[Li+].CC([N-]C(C)C)C.C(=O)(OCC)[O:39]CC. (4) The reactants are: [F:1][C:2]1[CH:7]=[CH:6][C:5]([O:8][CH3:9])=[CH:4][C:3]=1[C:10]1[C:11]([O:18][CH2:19][CH:20]([CH3:22])[CH3:21])=[N:12][C:13]([CH2:16][OH:17])=[N:14][CH:15]=1.Cl[C:24]1[N:29]=[CH:28][N:27]=[C:26]([CH:30]([CH:37]2[CH2:39][CH2:38]2)[CH2:31][C:32]([O:34][CH2:35][CH3:36])=[O:33])[CH:25]=1.[H-].[Na+].Cl. Given the product [CH:37]1([CH:30]([C:26]2[CH:25]=[C:24]([O:17][CH2:16][C:13]3[N:12]=[C:11]([O:18][CH2:19][CH:20]([CH3:22])[CH3:21])[C:10]([C:3]4[CH:4]=[C:5]([O:8][CH3:9])[CH:6]=[CH:7][C:2]=4[F:1])=[CH:15][N:14]=3)[N:29]=[CH:28][N:27]=2)[CH2:31][C:32]([O:34][CH2:35][CH3:36])=[O:33])[CH2:39][CH2:38]1, predict the reactants needed to synthesize it. (5) Given the product [N+:1]([C:19]1[CH:18]=[CH:17][C:14]2[CH2:15][CH2:16][N:10]([C:8](=[O:9])[C:7]([F:21])([F:6])[F:22])[CH2:11][CH2:12][C:13]=2[CH:20]=1)([O-:4])=[O:2], predict the reactants needed to synthesize it. The reactants are: [N+:1]([O-:4])([O-])=[O:2].[K+].[F:6][C:7]([F:22])([F:21])[C:8]([N:10]1[CH2:16][CH2:15][C:14]2[CH:17]=[CH:18][CH:19]=[CH:20][C:13]=2[CH2:12][CH2:11]1)=[O:9]. (6) Given the product [CH3:1][O:2][C:3]1[CH:4]=[C:5]2[C:10](=[CH:11][C:12]=1[O:13][CH3:14])[N:9]=[CH:8][N:7]=[C:6]2[O:15][C:16]1[CH:22]=[CH:21][C:19]([NH:20][C:27](=[O:33])[O:26][C:24]2[CH:39]=[CH:40][CH:41]=[CH:36][C:37]=2[C:42]#[N:43])=[CH:18][CH:17]=1, predict the reactants needed to synthesize it. The reactants are: [CH3:1][O:2][C:3]1[CH:4]=[C:5]2[C:10](=[CH:11][C:12]=1[O:13][CH3:14])[N:9]=[CH:8][N:7]=[C:6]2[O:15][C:16]1[CH:22]=[CH:21][C:19]([NH2:20])=[CH:18][CH:17]=1.Cl[C:24](Cl)([O:26][C:27](=[O:33])OC(Cl)(Cl)Cl)Cl.O[C:36]1[CH:41]=[CH:40][CH:39]=C[C:37]=1[C:42]#[N:43].C(=O)(O)[O-].[Na+]. (7) Given the product [CH2:1]([O:3][C:4]1[CH:13]=[C:12]([CH:14]2[C:26]([C:27]3[CH:32]=[CH:31][CH:30]=[CH:29][CH:28]=3)=[C:25]([C:19]3[CH:24]=[CH:23][CH:22]=[CH:21][CH:20]=3)[NH:37][C:35](=[O:36])[NH:34]2)[CH:11]=[C:10]([N+:16]([O-:18])=[O:17])[C:5]=1[C:6]([O:8][CH3:9])=[O:7])[CH3:2], predict the reactants needed to synthesize it. The reactants are: [CH2:1]([O:3][C:4]1[CH:13]=[C:12]([CH:14]=O)[CH:11]=[C:10]([N+:16]([O-:18])=[O:17])[C:5]=1[C:6]([O:8][CH3:9])=[O:7])[CH3:2].[C:19]1([C:25](=O)[CH2:26][C:27]2[CH:32]=[CH:31][CH:30]=[CH:29][CH:28]=2)[CH:24]=[CH:23][CH:22]=[CH:21][CH:20]=1.[NH2:34][C:35]([NH2:37])=[O:36].Cl. (8) Given the product [Cl:21][C:22]1[CH:27]=[CH:26][C:25]([N:7]2[C:8]3[C:9](=[CH:10][CH:11]=[C:12]4[C:13]5[CH:14]=[CH:15][CH:16]=[CH:17][C:18]=5[NH:19][C:20]4=3)[C:5]3[C:6]2=[CH:1][CH:2]=[CH:3][CH:4]=3)=[CH:24][CH:23]=1, predict the reactants needed to synthesize it. The reactants are: [CH:1]1[C:6]2[NH:7][C:8]3[C:9](=[CH:10][CH:11]=[C:12]4[C:20]=3[NH:19][C:18]3[C:13]4=[CH:14][CH:15]=[CH:16][CH:17]=3)[C:5]=2[CH:4]=[CH:3][CH:2]=1.[Cl:21][C:22]1[CH:27]=[CH:26][C:25](I)=[CH:24][CH:23]=1.C1(N)CCCCC1N.[O-]P([O-])([O-])=O.[K+].[K+].[K+]. (9) Given the product [Cl:1][C:2]1[CH:3]=[C:4]([C:34]2[CH:35]=[CH:36][C:37]([C:40]([F:43])([F:41])[F:42])=[CH:38][CH:39]=2)[CH:5]=[CH:6][C:7]=1[CH2:8][O:9][C:10]1[CH:15]=[CH:14][CH:13]=[CH:12][C:11]=1[CH2:16][CH2:17][N:18]([CH2:45][CH2:46][C:47]1[CH:56]=[CH:55][C:50]([C:51]([O:53][CH3:54])=[O:52])=[CH:49][CH:48]=1)[CH:19]1[CH2:28][CH2:27][CH2:26][C:25]2[N:24]=[C:23]([C:29]([O:31][CH2:32][CH3:33])=[O:30])[CH:22]=[CH:21][C:20]1=2, predict the reactants needed to synthesize it. The reactants are: [Cl:1][C:2]1[CH:3]=[C:4]([C:34]2[CH:39]=[CH:38][C:37]([C:40]([F:43])([F:42])[F:41])=[CH:36][CH:35]=2)[CH:5]=[CH:6][C:7]=1[CH2:8][O:9][C:10]1[CH:15]=[CH:14][CH:13]=[CH:12][C:11]=1[CH2:16][CH2:17][NH:18][CH:19]1[CH2:28][CH2:27][CH2:26][C:25]2[N:24]=[C:23]([C:29]([O:31][CH2:32][CH3:33])=[O:30])[CH:22]=[CH:21][C:20]1=2.I[CH2:45][CH2:46][C:47]1[CH:56]=[CH:55][C:50]([C:51]([O:53][CH3:54])=[O:52])=[CH:49][CH:48]=1.C(=O)([O-])[O-].[Na+].[Na+].C(=O)([O-])[O-].[K+].[K+].